From a dataset of Full USPTO retrosynthesis dataset with 1.9M reactions from patents (1976-2016). Predict the reactants needed to synthesize the given product. Given the product [C:51]1([N:34]2[C:35]3[CH:36]=[CH:37][C:38]([C:11]4[CH:10]=[CH:9][C:8]5[NH:7][C:19]6[C:14]([C:13]=5[CH:12]=4)=[CH:15][C:16]([C:4]4[CH:3]=[CH:2][C:1]5[N:7]([C:19]7[CH:14]=[CH:15][CH:16]=[CH:17][CH:18]=7)[C:8]7[C:13]([C:6]=5[CH:5]=4)=[CH:12][CH:11]=[CH:10][CH:9]=7)=[CH:17][CH:18]=6)=[CH:39][C:40]=3[C:41]3[C:33]2=[CH:32][CH:31]=[CH:30][CH:42]=3)[CH:56]=[CH:55][CH:54]=[CH:53][CH:52]=1, predict the reactants needed to synthesize it. The reactants are: [C:1]1([N:7]2[C:19]3[CH:18]=[CH:17][C:16](B4OC(C)(C)C(C)(C)O4)=[CH:15][C:14]=3[C:13]3[C:8]2=[CH:9][CH:10]=[CH:11][CH:12]=3)[CH:6]=[CH:5][CH:4]=[CH:3][CH:2]=1.Br[C:30]1[CH:31]=[CH:32][C:33]2[NH:34][C:35]3[C:40]([C:41]=2[CH:42]=1)=[CH:39][C:38](Br)=[CH:37][CH:36]=3.C([O-])([O-])=O.[K+].[K+].Br[C:51]1[CH:56]=[CH:55][CH:54]=[CH:53][CH:52]=1.